Dataset: Catalyst prediction with 721,799 reactions and 888 catalyst types from USPTO. Task: Predict which catalyst facilitates the given reaction. (1) The catalyst class is: 1. Product: [Br:1][C:2]1[N:3]([CH2:19][CH2:20][CH2:21][CH:22]=[O:23])[C:4]2[C:9]([C:10]=1[CH2:11][C:12]1[CH:17]=[CH:16][C:15]([Cl:18])=[CH:14][CH:13]=1)=[CH:8][CH:7]=[CH:6][CH:5]=2. Reactant: [Br:1][C:2]1[N:3]([CH2:19][CH2:20][CH2:21][C:22](OCC)=[O:23])[C:4]2[C:9]([C:10]=1[CH2:11][C:12]1[CH:17]=[CH:16][C:15]([Cl:18])=[CH:14][CH:13]=1)=[CH:8][CH:7]=[CH:6][CH:5]=2.[H-].C([Al+]CC(C)C)C(C)C. (2) Reactant: [H-].[Na+].[C:3]([CH2:5][C:6]([O:8][CH3:9])=[O:7])#[N:4].[H][H].Cl[C:13]1[CH:18]=[C:17]([S:19][CH3:20])[N:16]=[CH:15][N:14]=1. Product: [CH3:9][O:8][C:6](=[O:7])[CH:5]([C:3]#[N:4])[C:13]1[CH:18]=[C:17]([S:19][CH3:20])[N:16]=[CH:15][N:14]=1. The catalyst class is: 16. (3) Reactant: [Br:1][CH2:2][CH2:3][CH:4]1[CH2:8][CH2:7][CH2:6][CH2:5]1.[C:9]1([P:15]([C:22]2[CH:27]=[CH:26][CH:25]=[CH:24][CH:23]=2)[C:16]2[CH:21]=[CH:20][CH:19]=[CH:18][CH:17]=2)[CH:14]=[CH:13][CH:12]=[CH:11][CH:10]=1. Product: [Br-:1].[CH:4]1([CH2:3][CH2:2][P+:15]([C:16]2[CH:17]=[CH:18][CH:19]=[CH:20][CH:21]=2)([C:22]2[CH:27]=[CH:26][CH:25]=[CH:24][CH:23]=2)[C:9]2[CH:10]=[CH:11][CH:12]=[CH:13][CH:14]=2)[CH2:8][CH2:7][CH2:6][CH2:5]1. The catalyst class is: 11.